Task: Predict the product of the given reaction.. Dataset: Forward reaction prediction with 1.9M reactions from USPTO patents (1976-2016) Given the reactants N1[CH:6]=[C:5]([O:7][C:8]2[CH2:12][CH2:11][O:10][N:9]=2)[CH:4]=[N:3][CH:2]=1.Cl[C:14]1C=CC=C(C(OO)=O)C=1, predict the reaction product. The product is: [N:3]1[CH:2]=[CH:14][CH:6]=[C:5]([O:7][C:8]2[CH2:12][CH2:11][O:10][N:9]=2)[CH:4]=1.